Dataset: Forward reaction prediction with 1.9M reactions from USPTO patents (1976-2016). Task: Predict the product of the given reaction. Given the reactants C([O:5][C:6](=[O:45])[C:7]([O:10]/[N:11]=[C:12](/[C:32]1[N:33]=[C:34]([NH:37]C(OC(C)(C)C)=O)[S:35][CH:36]=1)\[C:13]([NH:15][C@H:16]1[C@@H:19]([CH2:20][N:21]2[CH2:25][CH2:24][CH2:23][C:22]2=[O:26])[N:18]([S:27]([OH:30])(=[O:29])=[O:28])[C:17]1=[O:31])=[O:14])([CH3:9])[CH3:8])(C)(C)C.C(O)(C(F)(F)F)=O, predict the reaction product. The product is: [NH2:37][C:34]1[S:35][CH:36]=[C:32](/[C:12](=[N:11]/[O:10][C:7]([CH3:9])([CH3:8])[C:6]([OH:45])=[O:5])/[C:13](=[O:14])[NH:15][C@H:16]2[C@@H:19]([CH2:20][N:21]3[CH2:25][CH2:24][CH2:23][C:22]3=[O:26])[N:18]([S:27]([OH:30])(=[O:28])=[O:29])[C:17]2=[O:31])[N:33]=1.